From a dataset of Forward reaction prediction with 1.9M reactions from USPTO patents (1976-2016). Predict the product of the given reaction. (1) Given the reactants [NH2:1][CH2:2][C:3]1([CH2:8][C:9]2[CH:14]=[CH:13][C:12]([CH2:15][CH2:16][OH:17])=[CH:11][CH:10]=2)[CH2:7][CH2:6][CH2:5][CH2:4]1.C(N(CC)CC)C.[N:25]1[CH:30]=[CH:29][CH:28]=[C:27]([S:31](Cl)(=[O:33])=[O:32])[CH:26]=1, predict the reaction product. The product is: [OH:17][CH2:16][CH2:15][C:12]1[CH:13]=[CH:14][C:9]([CH2:8][C:3]2([CH2:2][NH:1][S:31]([C:27]3[CH:26]=[N:25][CH:30]=[CH:29][CH:28]=3)(=[O:33])=[O:32])[CH2:4][CH2:5][CH2:6][CH2:7]2)=[CH:10][CH:11]=1. (2) Given the reactants [CH2:1]([O:8][CH2:9][CH2:10][O:11][C:12]1[CH:24]=[CH:23][C:15]([C:16]([O:18]C(C)(C)C)=[O:17])=[C:14]([CH3:25])[N:13]=1)[C:2]1[CH:7]=[CH:6][CH:5]=[CH:4][CH:3]=1.FC(F)(F)C(O)=O.C1(C)C=CC=CC=1, predict the reaction product. The product is: [CH2:1]([O:8][CH2:9][CH2:10][O:11][C:12]1[CH:24]=[CH:23][C:15]([C:16]([OH:18])=[O:17])=[C:14]([CH3:25])[N:13]=1)[C:2]1[CH:3]=[CH:4][CH:5]=[CH:6][CH:7]=1. (3) Given the reactants [F:1][C:2]1[CH:3]=[C:4](B(O)O)[CH:5]=[CH:6][C:7]=1[O:8][CH3:9].[Cl:13][C:14]1[N:15]=[N:16][C:17](Cl)=[CH:18][CH:19]=1, predict the reaction product. The product is: [Cl:13][C:14]1[N:15]=[N:16][C:17]([C:4]2[CH:5]=[CH:6][C:7]([O:8][CH3:9])=[C:2]([F:1])[CH:3]=2)=[CH:18][CH:19]=1. (4) Given the reactants Br[C:2]1[CH:3]=[C:4]([C:21]2[N:25]([CH3:26])[N:24]=[CH:23][CH:22]=2)[C:5]2[O:10][CH2:9][CH:8]([C:11]3[CH:16]=[CH:15][CH:14]=[CH:13][CH:12]=3)[N:7]3[C:17](=[O:20])[NH:18][C:19]=1[C:6]=23.[Cl-].[CH3:28][Zn+], predict the reaction product. The product is: [CH3:28][C:2]1[CH:3]=[C:4]([C:21]2[N:25]([CH3:26])[N:24]=[CH:23][CH:22]=2)[C:5]2[O:10][CH2:9][CH:8]([C:11]3[CH:16]=[CH:15][CH:14]=[CH:13][CH:12]=3)[N:7]3[C:17](=[O:20])[NH:18][C:19]=1[C:6]=23.